This data is from Forward reaction prediction with 1.9M reactions from USPTO patents (1976-2016). The task is: Predict the product of the given reaction. (1) Given the reactants [CH:1]([C:3]1[CH:8]=[C:7]([CH3:9])[C:6](OS(C(F)(F)F)(=O)=O)=[C:5]([CH3:18])[CH:4]=1)=[O:2].C(N(CC)CC)C.[C:26]([O:30][CH3:31])(=[O:29])[CH:27]=[CH2:28], predict the reaction product. The product is: [CH3:31][O:30][C:26](=[O:29])[CH:27]=[CH:28][C:6]1[C:7]([CH3:9])=[CH:8][C:3]([CH:1]=[O:2])=[CH:4][C:5]=1[CH3:18]. (2) Given the reactants C(OC([N:8]1[CH2:14][CH2:13][C:12]2[C:15]([S:20][C:21](=O)N(C)C)=[C:16]([Cl:19])[CH:17]=[CH:18][C:11]=2[CH2:10][CH2:9]1)=O)(C)(C)C.[CH3:26][O:27][C:28](=[O:34])[CH2:29][CH2:30][CH2:31]CBr, predict the reaction product. The product is: [ClH:19].[Cl:19][C:16]1[CH:17]=[CH:18][C:11]2[CH2:10][CH2:9][NH:8][CH2:14][CH2:13][C:12]=2[C:15]=1[S:20][CH2:21][CH2:31][CH2:30][CH2:29][C:28]([O:27][CH3:26])=[O:34].